Dataset: Forward reaction prediction with 1.9M reactions from USPTO patents (1976-2016). Task: Predict the product of the given reaction. Given the reactants Cl[C:2]1[CH:7]=[C:6]([C:8]([F:11])([F:10])[F:9])[CH:5]=[CH:4][C:3]=1[N+:12]([O-:14])=[O:13].[CH:15]1([C:18]([N:20]2[CH2:24][CH2:23][C@@H:22]([CH2:25][NH2:26])[CH2:21]2)=[O:19])[CH2:17][CH2:16]1.C1C=CC(P(C2C(C3C(P(C4C=CC=CC=4)C4C=CC=CC=4)=CC=C4C=3C=CC=C4)=C3C(C=CC=C3)=CC=2)C2C=CC=CC=2)=CC=1.C(=O)([O-])[O-].[Cs+].[Cs+], predict the reaction product. The product is: [CH:15]1([C:18]([N:20]2[CH2:24][CH2:23][C@@H:22]([CH2:25][NH:26][C:2]3[CH:7]=[C:6]([C:8]([F:11])([F:10])[F:9])[CH:5]=[CH:4][C:3]=3[N+:12]([O-:14])=[O:13])[CH2:21]2)=[O:19])[CH2:16][CH2:17]1.